Dataset: Forward reaction prediction with 1.9M reactions from USPTO patents (1976-2016). Task: Predict the product of the given reaction. (1) Given the reactants [CH3:1][NH:2][S:3]([C:6]1[CH:11]=[CH:10][CH:9]=[CH:8][C:7]=1[N+:12]([O-:14])=[O:13])(=[O:5])=[O:4].C1C=CC(P(C2C=CC=CC=2)C2C=CC=CC=2)=CC=1.[CH3:34][CH2:35][O:36][C:37](/N=N/[C:37]([O:36][CH2:35][CH3:34])=O)=O.O1C[C@@H]1CO, predict the reaction product. The product is: [CH3:1][N:2]([CH2:34][C@H:35]1[CH2:37][O:36]1)[S:3]([C:6]1[CH:11]=[CH:10][CH:9]=[CH:8][C:7]=1[N+:12]([O-:14])=[O:13])(=[O:5])=[O:4]. (2) The product is: [O:23]=[C:14]1[C:15]2[C:20](=[CH:19][CH:18]=[CH:17][CH:16]=2)[CH:21]=[CH:22][N:13]1[C:10]1[CH:9]=[CH:8][C:7]([N:1]2[CH2:6][CH2:5][N:4]([CH2:35][CH2:36][CH2:37][CH2:38][C:39]3[C:47]4[C:42](=[CH:43][CH:44]=[C:45]([C:48]#[N:49])[CH:46]=4)[NH:41][CH:40]=3)[CH2:3][CH2:2]2)=[CH:12][CH:11]=1. Given the reactants [N:1]1([C:7]2[CH:12]=[CH:11][C:10]([N:13]3[CH:22]=[CH:21][C:20]4[C:15](=[CH:16][CH:17]=[CH:18][CH:19]=4)[C:14]3=[O:23])=[CH:9][CH:8]=2)[CH2:6][CH2:5][NH:4][CH2:3][CH2:2]1.CC1C=CC(S(O[CH2:35][CH2:36][CH2:37][CH2:38][C:39]2[C:47]3[C:42](=[CH:43][CH:44]=[C:45]([C:48]#[N:49])[CH:46]=3)[NH:41][CH:40]=2)(=O)=O)=CC=1.C(=O)([O-])[O-].[K+].[K+].[I-].[K+], predict the reaction product. (3) Given the reactants C(OC(=O)[NH:7][CH2:8][C:9]1[CH:34]=[CH:33][C:12]2[N:13]([CH2:28][CH2:29][CH2:30][CH2:31][OH:32])[C:14]([CH2:16][N:17]3[C:25]4[C:20](=[CH:21][CH:22]=[CH:23][CH:24]=4)[C:19]([CH:26]=[CH2:27])=[N:18]3)=[N:15][C:11]=2[CH:10]=1)(C)(C)C.C(O)(C(F)(F)F)=O.C(Cl)(=O)C, predict the reaction product. The product is: [NH2:7][CH2:8][C:9]1[CH:34]=[CH:33][C:12]2[N:13]([CH2:28][CH2:29][CH2:30][CH2:31][OH:32])[C:14]([CH2:16][N:17]3[C:25]4[C:20](=[CH:21][CH:22]=[CH:23][CH:24]=4)[C:19]([CH:26]=[CH2:27])=[N:18]3)=[N:15][C:11]=2[CH:10]=1. (4) Given the reactants [OH-:1].[Li+].[C:3]([C:6]1[CH:29]=[CH:28][C:9]([O:10][CH2:11][C:12]2[CH:17]=[CH:16][C:15]([CH:18]([OH:27])C3C=NC=C(C=3)C#N)=[CH:14][CH:13]=2)=[C:8]([CH2:30][CH2:31][CH3:32])[C:7]=1[OH:33])(=[O:5])[CH3:4].[OH2:34].Cl.[C:36](#[N:38])[CH3:37], predict the reaction product. The product is: [C:3]([C:6]1[CH:29]=[CH:28][C:9]([O:10][CH2:11][C:12]2[CH:13]=[CH:14][C:15]([CH:18]([OH:27])[C:37]3[CH:36]=[N:38][CH:3]=[C:6]([CH:7]=3)[C:29]([OH:34])=[O:1])=[CH:16][CH:17]=2)=[C:8]([CH2:30][CH2:31][CH3:32])[C:7]=1[OH:33])(=[O:5])[CH3:4]. (5) The product is: [CH:14]1([NH:13][C:11](=[O:12])[CH2:10][N:9]([CH2:8][C:6]2[N:7]=[C:2]([NH:23][C:24]3[S:25][C:26]([C:32]4[C:33]([F:43])=[CH:34][C:35]([C:39]([OH:42])([CH3:40])[CH3:41])=[CH:36][C:37]=4[F:38])=[CH:27][C:28]=3[C:29]([NH2:31])=[O:30])[CH:3]=[CH:4][CH:5]=2)[S:19]([CH3:22])(=[O:21])=[O:20])[CH2:18][CH2:17][CH2:16][CH2:15]1. Given the reactants Br[C:2]1[N:7]=[C:6]([CH2:8][N:9]([S:19]([CH3:22])(=[O:21])=[O:20])[CH2:10][C:11]([NH:13][CH:14]2[CH2:18][CH2:17][CH2:16][CH2:15]2)=[O:12])[CH:5]=[CH:4][CH:3]=1.[NH2:23][C:24]1[S:25][C:26]([C:32]2[C:37]([F:38])=[CH:36][C:35]([C:39]([OH:42])([CH3:41])[CH3:40])=[CH:34][C:33]=2[F:43])=[CH:27][C:28]=1[C:29]([NH2:31])=[O:30], predict the reaction product. (6) Given the reactants C(OC[N:9]1[C:13]2[N:14]=[C:15]([NH:28][C:29]3[CH:34]=[CH:33][C:32]([O:35][CH2:36][CH2:37][O:38][CH3:39])=[CH:31][CH:30]=3)[N:16]=[C:17]([O:18][C:19]3[CH:24]=[CH:23][CH:22]=[C:21]([N+:25]([O-:27])=[O:26])[CH:20]=3)[C:12]=2[CH:11]=[CH:10]1)(=O)C(C)(C)C.[OH-].[Na+], predict the reaction product. The product is: [CH3:39][O:38][CH2:37][CH2:36][O:35][C:32]1[CH:31]=[CH:30][C:29]([NH:28][C:15]2[N:16]=[C:17]([O:18][C:19]3[CH:24]=[CH:23][CH:22]=[C:21]([N+:25]([O-:27])=[O:26])[CH:20]=3)[C:12]3[CH:11]=[CH:10][NH:9][C:13]=3[N:14]=2)=[CH:34][CH:33]=1. (7) Given the reactants [CH:1]1([N:4]2[CH2:9][CH2:8][N:7]([C:10]3[C:15]([C:16]4[CH:17]=[CH:18][C:19]5[C:20]6[N:34](C7CCCCO7)[N:33]=[CH:32][C:21]=6[C:22](=[O:31])[N:23]([CH2:26][C:27]([F:30])([F:29])[F:28])[C:24]=5[CH:25]=4)=[CH:14][CH:13]=[CH:12][N:11]=3)[CH2:6][CH2:5]2)[CH2:3][CH2:2]1.C1(N2CCN(C3C(C4C=CC5C6NN(C7CCCCO7)CC=6C(=O)N(CC(F)(F)F)C=5C=4)=CC=CN=3)CC2)CC1.[ClH:81], predict the reaction product. The product is: [ClH:81].[CH:1]1([N:4]2[CH2:5][CH2:6][N:7]([C:10]3[C:15]([C:16]4[CH:17]=[CH:18][C:19]5[C:20]6[NH:34][N:33]=[CH:32][C:21]=6[C:22](=[O:31])[N:23]([CH2:26][C:27]([F:28])([F:29])[F:30])[C:24]=5[CH:25]=4)=[CH:14][CH:13]=[CH:12][N:11]=3)[CH2:8][CH2:9]2)[CH2:3][CH2:2]1.